From a dataset of Peptide-MHC class I binding affinity with 185,985 pairs from IEDB/IMGT. Regression. Given a peptide amino acid sequence and an MHC pseudo amino acid sequence, predict their binding affinity value. This is MHC class I binding data. (1) The peptide sequence is RWRVYLRRK. The MHC is HLA-A02:01 with pseudo-sequence HLA-A02:01. The binding affinity (normalized) is 0.0847. (2) The peptide sequence is CKDGHVETFY. The MHC is HLA-A26:01 with pseudo-sequence HLA-A26:01. The binding affinity (normalized) is 0.236. (3) The peptide sequence is TVAPPAPVY. The MHC is HLA-A02:03 with pseudo-sequence HLA-A02:03. The binding affinity (normalized) is 0.115. (4) The peptide sequence is AEITPQAST. The MHC is HLA-B44:02 with pseudo-sequence HLA-B44:02. The binding affinity (normalized) is 0.741. (5) The peptide sequence is YVYPDNLPR. The MHC is HLA-A26:02 with pseudo-sequence HLA-A26:02. The binding affinity (normalized) is 0.273. (6) The peptide sequence is NGRFVSFPKI. The MHC is H-2-Dd with pseudo-sequence H-2-Dd. The binding affinity (normalized) is 0.